From a dataset of Reaction yield outcomes from USPTO patents with 853,638 reactions. Predict the reaction yield, written as a fraction of the theoretical maximum amount of product (1.0 means a 100% yield; for example, 0.34 means a 34% yield). (1) The reactants are Cl[Sn]Cl.[Br:4][C:5]1[CH:14]=[CH:13][C:8]([C:9]([O:11][CH3:12])=[O:10])=[C:7]([N+:15]([O-])=O)[CH:6]=1. The catalyst is C(OCC)(=O)C. The product is [Br:4][C:5]1[CH:14]=[CH:13][C:8]([C:9]([O:11][CH3:12])=[O:10])=[C:7]([NH2:15])[CH:6]=1. The yield is 0.960. (2) The reactants are [CH2:1]([CH:3]1[CH:7]([C:8]2[N:12]3[C:13]4[CH:19]=[CH:18][NH:17][C:14]=4[N:15]=[CH:16][C:11]3=[N:10][N:9]=2)[CH2:6][CH:5]([CH2:20][CH2:21][CH2:22][C:23]([NH2:25])=O)[CH2:4]1)[CH3:2].C(OC(C(F)(F)F)=O)(C(F)(F)F)=O. The catalyst is C(Cl)Cl. The product is [CH2:1]([C@H:3]1[C@@H:7]([C:8]2[N:12]3[C:13]4[CH:19]=[CH:18][NH:17][C:14]=4[N:15]=[CH:16][C:11]3=[N:10][N:9]=2)[CH2:6][C@@H:5]([CH2:20][CH2:21][CH2:22][C:23]#[N:25])[CH2:4]1)[CH3:2]. The yield is 0.150. (3) The reactants are C([O:3][C:4](=[O:24])[CH2:5][C:6]([NH:8][C:9]1[CH:14]=[CH:13][C:12]([NH:15][S:16]([CH3:19])(=[O:18])=[O:17])=[CH:11][C:10]=1[S:20](=[O:23])(=[O:22])[NH2:21])=O)C.Cl. The catalyst is [OH-].[Na+]. The product is [CH3:19][S:16]([NH:15][C:12]1[CH:13]=[CH:14][C:9]2[NH:8][C:6]([CH2:5][C:4]([OH:3])=[O:24])=[N:21][S:20](=[O:23])(=[O:22])[C:10]=2[CH:11]=1)(=[O:18])=[O:17]. The yield is 0.826. (4) The reactants are [Cl:1][C:2]1[CH:8]=[CH:7][C:5]([NH2:6])=[C:4]([I:9])[CH:3]=1.Br[CH:11]([C:18]1[CH:23]=[CH:22][CH:21]=[CH:20][CH:19]=1)[C:12]1[CH:17]=[CH:16][CH:15]=[CH:14][CH:13]=1.CCN(C(C)C)C(C)C. The catalyst is CN(C=O)C. The product is [CH:11]([NH:6][C:5]1[CH:7]=[CH:8][C:2]([Cl:1])=[CH:3][C:4]=1[I:9])([C:12]1[CH:17]=[CH:16][CH:15]=[CH:14][CH:13]=1)[C:18]1[CH:23]=[CH:22][CH:21]=[CH:20][CH:19]=1. The yield is 0.970. (5) The reactants are [N+:1]([C:4]1[CH:9]=[CH:8][C:7]([NH:10][C:11](=[O:17])[CH2:12][CH2:13][C:14]([OH:16])=O)=[CH:6][C:5]=1[C:18]([F:21])([F:20])[F:19])([O-:3])=[O:2].CC([O-])=O.[Na+]. The catalyst is C(OC(=O)C)(=O)C. The product is [N+:1]([C:4]1[CH:9]=[CH:8][C:7]([N:10]2[C:11](=[O:17])[CH2:12][CH2:13][C:14]2=[O:16])=[CH:6][C:5]=1[C:18]([F:21])([F:20])[F:19])([O-:3])=[O:2]. The yield is 0.390. (6) The reactants are [C:1]([O:5][C:6](=[O:18])[NH:7][C@H:8]([C:11]1[CH:16]=[CH:15][CH:14]=[C:13]([CH3:17])[CH:12]=1)[CH2:9]O)([CH3:4])([CH3:3])[CH3:2].C(N(CC)CC)C.CS(Cl)(=O)=O.[C:31]1(=[O:41])[NH:35][C:34](=[O:36])[C:33]2=[CH:37][CH:38]=[CH:39][CH:40]=[C:32]12.[K]. The catalyst is C(Cl)Cl.CN(C=O)C. The product is [C:1]([O:5][C:6](=[O:18])[NH:7][C@H:8]([C:11]1[CH:12]=[C:13]([CH3:17])[CH:14]=[CH:15][CH:16]=1)[CH2:9][N:35]1[C:31](=[O:41])[C:32]2[C:33](=[CH:37][CH:38]=[CH:39][CH:40]=2)[C:34]1=[O:36])([CH3:4])([CH3:3])[CH3:2]. The yield is 0.500. (7) The product is [F:16][C:5]1[C:6]([NH:8][CH2:9][C:10]2[CH:11]=[N:12][CH:13]=[CH:14][CH:15]=2)=[N:7][C:2]([NH:17][C:18]2[CH:23]=[CH:22][CH:21]=[C:20]([OH:24])[CH:19]=2)=[N:3][CH:4]=1. The reactants are Cl[C:2]1[N:7]=[C:6]([NH:8][CH2:9][C:10]2[CH:11]=[N:12][CH:13]=[CH:14][CH:15]=2)[C:5]([F:16])=[CH:4][N:3]=1.[NH2:17][C:18]1[CH:19]=[C:20]([OH:24])[CH:21]=[CH:22][CH:23]=1. No catalyst specified. The yield is 0.430. (8) The reactants are [NH2:1][C:2]1[N:10]=[C:9]2[C:5]([N:6]=[CH:7][N:8]2[C@H:11]2[C@@:15]([F:17])([CH3:16])[C@H:14]([O:18][C:19]([O:21][CH2:22][C:23]3[CH:28]=[CH:27][CH:26]=[CH:25][CH:24]=3)=[O:20])[C@@H:13]([CH2:29][O:30][Si](C(C)(C)C)(C)C)[O:12]2)=[C:4]([NH:38][C:39](=[O:48])[O:40][CH2:41][C:42]2[CH:47]=[CH:46][CH:45]=[CH:44][CH:43]=2)[N:3]=1.CCN(CC)CC.C([O-])(O)=O.[Na+].CCOC(C)=O. The catalyst is C1COCC1.C(Cl)Cl.CO. The yield is 0.970. The product is [NH2:1][C:2]1[N:10]=[C:9]2[C:5]([N:6]=[CH:7][N:8]2[C@H:11]2[C@@:15]([F:17])([CH3:16])[C@H:14]([O:18][C:19]([O:21][CH2:22][C:23]3[CH:28]=[CH:27][CH:26]=[CH:25][CH:24]=3)=[O:20])[C@@H:13]([CH2:29][OH:30])[O:12]2)=[C:4]([NH:38][C:39](=[O:48])[O:40][CH2:41][C:42]2[CH:43]=[CH:44][CH:45]=[CH:46][CH:47]=2)[N:3]=1. (9) The reactants are CC(O)(C#C)C.[CH3:7][C:8]([OH:27])([CH2:11][CH2:12][CH2:13][CH:14]([CH3:26])[CH2:15][CH2:16][CH2:17][CH:18]([CH3:25])[CH2:19][CH2:20][CH2:21][CH:22]([CH3:24])[CH3:23])C#C.[OH-].[K+]. No catalyst specified. The product is [CH3:26][CH:14]([CH2:15][CH2:16][CH2:17][CH:18]([CH3:25])[CH2:19][CH2:20][CH2:21][CH:22]([CH3:24])[CH3:23])[CH2:13][CH2:12][CH2:11][C:8](=[O:27])[CH3:7]. The yield is 0.961. (10) The catalyst is O. The reactants are [Cl:1][CH2:2][CH2:3][CH2:4][C:5]1([C:11]2[CH:20]=[CH:19][C:14]([C:15]([O:17][CH3:18])=[O:16])=[CH:13][CH:12]=2)SCCCS1.C(#N)C.FC(F)(F)C(OI(C1C=CC=CC=1)OC(=O)C(F)(F)F)=[O:27]. The product is [Cl:1][CH2:2][CH2:3][CH2:4][C:5]([C:11]1[CH:20]=[CH:19][C:14]([C:15]([O:17][CH3:18])=[O:16])=[CH:13][CH:12]=1)=[O:27]. The yield is 0.690.